This data is from NCI-60 drug combinations with 297,098 pairs across 59 cell lines. The task is: Regression. Given two drug SMILES strings and cell line genomic features, predict the synergy score measuring deviation from expected non-interaction effect. Drug 1: CC1C(C(CC(O1)OC2CC(CC3=C2C(=C4C(=C3O)C(=O)C5=C(C4=O)C(=CC=C5)OC)O)(C(=O)C)O)N)O.Cl. Cell line: SF-539. Synergy scores: CSS=9.13, Synergy_ZIP=-9.27, Synergy_Bliss=-6.93, Synergy_Loewe=-18.5, Synergy_HSA=-6.98. Drug 2: CC(C1=C(C=CC(=C1Cl)F)Cl)OC2=C(N=CC(=C2)C3=CN(N=C3)C4CCNCC4)N.